From a dataset of Forward reaction prediction with 1.9M reactions from USPTO patents (1976-2016). Predict the product of the given reaction. (1) Given the reactants [Si]([O:8][C@@H:9]1[C@@:42]2([CH3:43])[C:13](=[CH:14][CH:15]=[C:16]3[C@@H:41]2[CH2:40][CH2:39][C@@:38]2([CH3:44])[C@H:17]3[CH2:18][CH:19]=[C:20]2[C@H:21]([O:23][CH2:24]/[CH:25]=[CH:26]\[C:27]([CH3:37])([O:29][Si](CC)(CC)CC)[CH3:28])[CH3:22])[CH2:12][C@@H:11]([O:45][Si](C(C)(C)C)(C)C)[CH2:10]1)(C(C)(C)C)(C)C.[F-].C([N+](CCCC)(CCCC)CCCC)CCC, predict the reaction product. The product is: [OH:8][C@@H:9]1[C@@:42]2([CH3:43])[C:13](=[CH:14][CH:15]=[C:16]3[C@@H:41]2[CH2:40][CH2:39][C@@:38]2([CH3:44])[C@H:17]3[CH2:18][CH:19]=[C:20]2[C@H:21]([O:23][CH2:24]/[CH:25]=[CH:26]\[C:27]([OH:29])([CH3:28])[CH3:37])[CH3:22])[CH2:12][C@@H:11]([OH:45])[CH2:10]1. (2) The product is: [Br:12][C:7]1[CH:6]=[C:5]2[C:10](=[CH:9][CH:8]=1)[NH:1][C:2](=[O:11])[CH2:3][CH2:4]2. Given the reactants [NH:1]1[C:10]2[C:5](=[CH:6][CH:7]=[CH:8][CH:9]=2)[CH2:4][CH2:3][C:2]1=[O:11].[Br:12]N1C(=O)CCC1=O.O, predict the reaction product. (3) Given the reactants [CH3:1][C:2]1([CH3:11])[C@H:7]2[NH:8][CH2:9][C@H:4]([O:5][C:6]2=[O:10])[CH2:3]1.CN(C)C=O.C(N(CC)CC)C.[CH2:24]([O:31][C:32]1[CH:37]=[CH:36][C:35]([S:38](Cl)(=[O:40])=[O:39])=[CH:34][CH:33]=1)[C:25]1[CH:30]=[CH:29][CH:28]=[CH:27][CH:26]=1, predict the reaction product. The product is: [CH2:24]([O:31][C:32]1[CH:37]=[CH:36][C:35]([S:38]([N:8]2[CH2:9][C@H:4]3[CH2:3][C:2]([CH3:11])([CH3:1])[C@@H:7]2[C:6](=[O:10])[O:5]3)(=[O:40])=[O:39])=[CH:34][CH:33]=1)[C:25]1[CH:26]=[CH:27][CH:28]=[CH:29][CH:30]=1. (4) The product is: [F:1][C:2]1[CH:3]=[C:4]([S:9]([N:13]2[CH2:18][CH2:17][O:16][CH2:15][CH2:14]2)(=[O:11])=[O:10])[CH:5]=[CH:6][C:7]=1[F:8]. Given the reactants [F:1][C:2]1[CH:3]=[C:4]([S:9](Cl)(=[O:11])=[O:10])[CH:5]=[CH:6][C:7]=1[F:8].[NH:13]1[CH2:18][CH2:17][O:16][CH2:15][CH2:14]1, predict the reaction product. (5) Given the reactants [CH:1]1([CH2:4][N:5]2[CH2:10][CH2:9][C:8](=[O:11])[CH2:7][CH2:6]2)[CH2:3][CH2:2]1.[BH4-].[Na+].O.[OH-].[Na+], predict the reaction product. The product is: [CH:1]1([CH2:4][N:5]2[CH2:10][CH2:9][CH:8]([OH:11])[CH2:7][CH2:6]2)[CH2:2][CH2:3]1. (6) Given the reactants [N:1]1([C:6]([CH:8]2[CH2:16][C:15]3[C:10](=[CH:11][C:12]([O:19][CH3:20])=[C:13]([O:17][CH3:18])[CH:14]=3)[C:9]2=[O:21])=[S:7])[CH:5]=[CH:4]N=C1.N[C:23]1[CH:24]=[C:25]([CH:28]=CC=1)[CH2:26][OH:27], predict the reaction product. The product is: [OH:27][CH2:26][C:25]1[CH:28]=[C:5]([NH:1][C:6]([CH:8]2[CH2:16][C:15]3[C:10](=[CH:11][C:12]([O:19][CH3:20])=[C:13]([O:17][CH3:18])[CH:14]=3)[C:9]2=[O:21])=[S:7])[CH:4]=[CH:23][CH:24]=1. (7) Given the reactants [Cl:1][C:2]1[CH:15]=[CH:14][C:5]([CH2:6][NH:7][S:8]([C:10]([CH3:13])([CH3:12])[CH3:11])=[O:9])=[CH:4][C:3]=1[NH:16][C:17]1[N:21]([CH3:22])[C:20]2[CH:23]=[C:24]([N:28]3[CH2:33][CH2:32][CH:31]([C:34]([F:37])([F:36])[F:35])[CH2:30][CH2:29]3)[C:25]([Cl:27])=[CH:26][C:19]=2[N:18]=1.ClC1C=C(C=CC=1)C(OO)=[O:43], predict the reaction product. The product is: [Cl:1][C:2]1[CH:15]=[CH:14][C:5]([CH2:6][NH:7][S:8]([C:10]([CH3:11])([CH3:13])[CH3:12])(=[O:43])=[O:9])=[CH:4][C:3]=1[NH:16][C:17]1[N:21]([CH3:22])[C:20]2[CH:23]=[C:24]([N:28]3[CH2:29][CH2:30][CH:31]([C:34]([F:36])([F:35])[F:37])[CH2:32][CH2:33]3)[C:25]([Cl:27])=[CH:26][C:19]=2[N:18]=1. (8) Given the reactants C([O-])(=O)C.[K+].[B:15]1([B:15]2[O:19][C:18]([CH3:21])([CH3:20])[C:17]([CH3:23])([CH3:22])[O:16]2)[O:19][C:18]([CH3:21])([CH3:20])[C:17]([CH3:23])([CH3:22])[O:16]1.[CH2:24]([C:26]([C:45]1[CH:50]=[CH:49][C:48](OS(C(F)(F)F)(=O)=O)=[C:47]([CH3:59])[CH:46]=1)([C:29]1[CH:34]=[CH:33][C:32]([C:35]#[C:36][C:37]2([OH:43])[CH2:42][CH2:41][O:40][CH2:39][CH2:38]2)=[C:31]([CH3:44])[CH:30]=1)[CH2:27][CH3:28])[CH3:25].C(=O)(O)[O-].[Na+], predict the reaction product. The product is: [CH2:24]([C:26]([C:29]1[CH:34]=[CH:33][C:32]([C:35]#[C:36][C:37]2([OH:43])[CH2:42][CH2:41][O:40][CH2:39][CH2:38]2)=[C:31]([CH3:44])[CH:30]=1)([C:45]1[CH:50]=[CH:49][C:48]([B:15]2[O:16][C:17]([CH3:22])([CH3:23])[C:18]([CH3:20])([CH3:21])[O:19]2)=[C:47]([CH3:59])[CH:46]=1)[CH2:27][CH3:28])[CH3:25].